From a dataset of Full USPTO retrosynthesis dataset with 1.9M reactions from patents (1976-2016). Predict the reactants needed to synthesize the given product. (1) The reactants are: [NH2:1][C:2]1[N:6]([C:7]2[CH:12]=CC=C[CH:8]=2)[N:5]=[CH:4][C:3]=1[C:13]([NH2:15])=[O:14].C(O[C:21]([NH:23][CH:24]([CH3:30])[C:25](OCC)=O)=O)(C)(C)C.[C:31](OC(NCC(OCC)=O)=O)(C)(C)C. Given the product [CH:7]([N:6]1[C:2]2[N:1]=[C:25]3[CH:24]([CH3:30])[NH:23][CH2:21][CH2:31][N:15]3[C:13](=[O:14])[C:3]=2[CH:4]=[N:5]1)([CH3:8])[CH3:12], predict the reactants needed to synthesize it. (2) Given the product [O:13]1[C:8]2[CH:7]=[CH:6][C:5]([C:3]3[N:18]=[C:15]([CH3:16])[S:17][CH:2]=3)=[CH:14][C:9]=2[CH2:10][CH2:11][CH2:12]1, predict the reactants needed to synthesize it. The reactants are: Cl[CH2:2][C:3]([C:5]1[CH:6]=[CH:7][C:8]2[O:13][CH2:12][CH2:11][CH2:10][C:9]=2[CH:14]=1)=O.[C:15]([NH2:18])(=[S:17])[CH3:16]. (3) Given the product [CH3:42][N:43]1[CH:47]=[CH:46][C:45]([C:2]2[C:6]3[CH:7]=[N:8][C:9]([NH:11][C:12]([NH:14][C@@H:15]([C:17]4[CH:22]=[CH:21][CH:20]=[CH:19][CH:18]=4)[CH3:16])=[O:13])=[CH:10][C:5]=3[N:4]([C:23]([C:36]3[CH:41]=[CH:40][CH:39]=[CH:38][CH:37]=3)([C:30]3[CH:35]=[CH:34][CH:33]=[CH:32][CH:31]=3)[C:24]3[CH:29]=[CH:28][CH:27]=[CH:26][CH:25]=3)[N:3]=2)=[N:44]1, predict the reactants needed to synthesize it. The reactants are: Br[C:2]1[C:6]2[CH:7]=[N:8][C:9]([NH:11][C:12]([NH:14][C@@H:15]([C:17]3[CH:22]=[CH:21][CH:20]=[CH:19][CH:18]=3)[CH3:16])=[O:13])=[CH:10][C:5]=2[N:4]([C:23]([C:36]2[CH:41]=[CH:40][CH:39]=[CH:38][CH:37]=2)([C:30]2[CH:35]=[CH:34][CH:33]=[CH:32][CH:31]=2)[C:24]2[CH:29]=[CH:28][CH:27]=[CH:26][CH:25]=2)[N:3]=1.[CH3:42][N:43]1[CH:47]=[CH:46][C:45](B2OC(C)(C)C(C)(C)O2)=[N:44]1.C([O-])([O-])=O.[Na+].[Na+]. (4) Given the product [N:2]1([CH2:7][C:8]([N:27]2[CH2:28][C@H:29]([CH2:31][C:32]3[CH:37]=[CH:36][CH:35]=[C:34]([O:38][CH3:39])[CH:33]=3)[CH2:30][C@H:26]2[C:24]([NH:23][C:20]2[CH:21]=[CH:22][C:17]([O:16][C:15]3[CH:14]=[CH:13][C:12]([F:11])=[CH:41][CH:40]=3)=[CH:18][CH:19]=2)=[O:25])=[O:10])[CH:6]=[CH:5][N:4]=[N:3]1, predict the reactants needed to synthesize it. The reactants are: Cl.[N:2]1([CH2:7][C:8]([OH:10])=O)[CH:6]=[CH:5][N:4]=[N:3]1.[F:11][C:12]1[CH:41]=[CH:40][C:15]([O:16][C:17]2[CH:22]=[CH:21][C:20]([NH:23][C:24]([C@@H:26]3[CH2:30][C@@H:29]([CH2:31][C:32]4[CH:37]=[CH:36][CH:35]=[C:34]([O:38][CH3:39])[CH:33]=4)[CH2:28][NH:27]3)=[O:25])=[CH:19][CH:18]=2)=[CH:14][CH:13]=1. (5) Given the product [Br:1][C:2]1[CH:7]=[CH:6][CH:5]=[CH:4][C:3]=1[C:8]1[CH:13]=[CH:12][C:11]([CH2:14][O:15][S:24]([CH3:23])(=[O:26])=[O:25])=[CH:10][CH:9]=1, predict the reactants needed to synthesize it. The reactants are: [Br:1][C:2]1[CH:7]=[CH:6][CH:5]=[CH:4][C:3]=1[C:8]1[CH:13]=[CH:12][C:11]([CH2:14][OH:15])=[CH:10][CH:9]=1.C(N(CC)CC)C.[CH3:23][S:24](Cl)(=[O:26])=[O:25].